From a dataset of Full USPTO retrosynthesis dataset with 1.9M reactions from patents (1976-2016). Predict the reactants needed to synthesize the given product. (1) The reactants are: [C:1]1([C:7]2[S:8][C:9]([C:18]([O:20][CH2:21][CH3:22])=[O:19])=[C:10]([C:12]3[CH:17]=[CH:16][CH:15]=[CH:14][CH:13]=3)[N:11]=2)[CH:6]=[CH:5][CH:4]=[CH:3][CH:2]=1.[O:23]=[C:24](C1C=CC=CC=1)C(OS(C1C=CC(C)=CC=1)(=O)=O)C(OCC)=O.COC1C=CC(C(N)=S)=CC=1. Given the product [CH3:24][O:23][C:4]1[CH:3]=[CH:2][C:1]([C:7]2[S:8][C:9]([C:18]([O:20][CH2:21][CH3:22])=[O:19])=[C:10]([C:12]3[CH:13]=[CH:14][CH:15]=[CH:16][CH:17]=3)[N:11]=2)=[CH:6][CH:5]=1, predict the reactants needed to synthesize it. (2) Given the product [C:1]([O:5][C:6](=[O:17])[NH:7][C:8]1[C:13]([F:14])=[CH:12][CH:11]=[C:10]([NH:15][S:21]([CH:19]([CH3:20])[CH3:18])(=[O:23])=[O:22])[C:9]=1[F:16])([CH3:4])([CH3:2])[CH3:3], predict the reactants needed to synthesize it. The reactants are: [C:1]([O:5][C:6](=[O:17])[NH:7][C:8]1[C:13]([F:14])=[CH:12][CH:11]=[C:10]([NH2:15])[C:9]=1[F:16])([CH3:4])([CH3:3])[CH3:2].[CH3:18][CH:19]([S:21](Cl)(=[O:23])=[O:22])[CH3:20].N1C=CC=CC=1. (3) The reactants are: Br[C:2]1[N:3]([CH3:18])[C:4]2[C:9]([C:10]=1[CH2:11][CH2:12][C:13]([O:15][CH3:16])=[O:14])=[CH:8][C:7]([Cl:17])=[CH:6][CH:5]=2.[CH3:19][C:20]1[CH:25]=[CH:24][C:23]([Sn](C)(C)C)=[CH:22][N:21]=1. Given the product [Cl:17][C:7]1[CH:8]=[C:9]2[C:4](=[CH:5][CH:6]=1)[N:3]([CH3:18])[C:2]([C:23]1[CH:22]=[N:21][C:20]([CH3:19])=[CH:25][CH:24]=1)=[C:10]2[CH2:11][CH2:12][C:13]([O:15][CH3:16])=[O:14], predict the reactants needed to synthesize it.